From a dataset of Full USPTO retrosynthesis dataset with 1.9M reactions from patents (1976-2016). Predict the reactants needed to synthesize the given product. (1) The reactants are: [CH3:1][C:2]([O:6][CH2:7][CH:8]1[CH2:10][O:9]1)([CH3:5])[CH2:3][OH:4].C12(CS(O)(=O)=O)C(C)(C)C(CC1)CC2=O. Given the product [CH3:1][C:2]1([CH3:5])[CH2:3][O:4][CH:8]([CH2:10][OH:9])[CH2:7][O:6]1, predict the reactants needed to synthesize it. (2) Given the product [F:16][C:13]1[CH:14]=[CH:15][C:10]([O:25][C:22]2[CH:23]=[CH:24][CH:19]=[CH:20][C:21]=2[CH3:26])=[C:11]([CH3:17])[CH:12]=1, predict the reactants needed to synthesize it. The reactants are: IC1C=CC=CC=1C.Br[C:10]1[CH:15]=[CH:14][C:13]([F:16])=[CH:12][C:11]=1[CH3:17].F[C:19]1[CH:24]=[CH:23][C:22]([OH:25])=[C:21]([CH3:26])[CH:20]=1. (3) Given the product [CH3:1][O:2][CH2:3][CH2:4][CH2:5][NH:6][C:25]([C:12]1([CH2:11][CH2:10][CH2:9][CH2:8][Br:7])[C:24]2[CH:23]=[CH:22][CH:21]=[CH:20][C:19]=2[C:18]2[C:13]1=[CH:14][CH:15]=[CH:16][CH:17]=2)=[O:26], predict the reactants needed to synthesize it. The reactants are: [CH3:1][O:2][CH2:3][CH2:4][CH2:5][NH2:6].[Br:7][CH2:8][CH2:9][CH2:10][CH2:11][C:12]1([C:25](Cl)=[O:26])[C:24]2[CH:23]=[CH:22][CH:21]=[CH:20][C:19]=2[C:18]2[C:13]1=[CH:14][CH:15]=[CH:16][CH:17]=2. (4) Given the product [Cl:39][C:38]1[CH:37]=[CH:36][CH:35]=[C:34]([Cl:40])[C:33]=1[CH2:32][S:29]([C:26]1[CH:27]=[C:28]2[C:23](=[CH:24][CH:25]=1)[NH:22][C:21](=[O:41])/[C:20]/2=[CH:19]\[C:16]1[NH:15][C:14]([CH3:42])=[C:13]([C:11]([NH2:43])=[O:12])[C:17]=1[CH3:18])(=[O:31])=[O:30], predict the reactants needed to synthesize it. The reactants are: N1C2C(=NC=CC=2)N(O[C:11]([C:13]2[C:17]([CH3:18])=[C:16](/[CH:19]=[C:20]3\[C:21](=[O:41])[NH:22][C:23]4[C:28]\3=[CH:27][C:26]([S:29]([CH2:32][C:33]3[C:38]([Cl:39])=[CH:37][CH:36]=[CH:35][C:34]=3[Cl:40])(=[O:31])=[O:30])=[CH:25][CH:24]=4)[NH:15][C:14]=2[CH3:42])=[O:12])N=1.[NH3:43]. (5) Given the product [CH3:2][C:3]1[C:8]([C:9]2[CH:14]=[CH:13][C:12]([C:15]([NH2:16])=[S:1])=[CH:11][C:10]=2[Cl:17])=[C:7]([CH2:18][CH:19]([CH3:22])[CH2:20][CH3:21])[N:6]2[N:23]=[CH:24][N:25]=[C:5]2[N:4]=1, predict the reactants needed to synthesize it. The reactants are: [SH2:1].[CH3:2][C:3]1[C:8]([C:9]2[CH:14]=[CH:13][C:12]([C:15]#[N:16])=[CH:11][C:10]=2[Cl:17])=[C:7]([CH2:18][CH:19]([CH3:22])[CH2:20][CH3:21])[N:6]2[N:23]=[CH:24][N:25]=[C:5]2[N:4]=1. (6) Given the product [C:6]([C:5]1[NH:4][N:3]=[N:2][N:1]=1)([C:7]1[CH:12]=[CH:11][CH:10]=[CH:9][CH:8]=1)([C:19]1[CH:20]=[CH:21][CH:22]=[CH:23][CH:24]=1)[C:13]1[CH:14]=[CH:15][CH:16]=[CH:17][CH:18]=1, predict the reactants needed to synthesize it. The reactants are: [NH:1]1[CH:5]=[N:4][N:3]=[N:2]1.[C:6](Cl)([C:19]1[CH:24]=[CH:23][CH:22]=[CH:21][CH:20]=1)([C:13]1[CH:18]=[CH:17][CH:16]=[CH:15][CH:14]=1)[C:7]1[CH:12]=[CH:11][CH:10]=[CH:9][CH:8]=1. (7) Given the product [CH3:25][C:2]1[C:3]([N:20]([CH3:24])[CH:21]([CH3:23])[CH3:22])=[N:4][C:5]2[O:11][CH2:10][CH2:9][N:8]([C:12]([O:14][C:15]([CH3:18])([CH3:17])[CH3:16])=[O:13])[CH2:7][C:6]=2[N:19]=1, predict the reactants needed to synthesize it. The reactants are: Br[C:2]1[C:3]([N:20]([CH3:24])[CH:21]([CH3:23])[CH3:22])=[N:4][C:5]2[O:11][CH2:10][CH2:9][N:8]([C:12]([O:14][C:15]([CH3:18])([CH3:17])[CH3:16])=[O:13])[CH2:7][C:6]=2[N:19]=1.[CH3:25]B(O)O.P([O-])([O-])([O-])=O.[K+].[K+].[K+].COCCOC. (8) Given the product [CH:6]1([C:9]2[CH:14]=[C:13]([CH:15]=[O:16])[CH:12]=[C:11]([O:20][CH2:21][CH3:22])[C:10]=2[C:23]2[CH:24]=[CH:25][C:26]([F:29])=[CH:27][CH:28]=2)[CH2:8][CH2:7]1, predict the reactants needed to synthesize it. The reactants are: C1COCC1.[CH:6]1([C:9]2[CH:14]=[C:13]([C:15](OCC)=[O:16])[CH:12]=[C:11]([O:20][CH2:21][CH3:22])[C:10]=2[C:23]2[CH:28]=[CH:27][C:26]([F:29])=[CH:25][CH:24]=2)[CH2:8][CH2:7]1.[H-].[Al+3].[Li+].[H-].[H-].[H-].[OH-].[Na+].